Predict the reactants needed to synthesize the given product. From a dataset of Full USPTO retrosynthesis dataset with 1.9M reactions from patents (1976-2016). (1) Given the product [CH3:9][C:8]1[N:7]([C:10]2[CH:15]=[CH:14][CH:13]=[C:12]([C:16]([F:19])([F:17])[F:18])[CH:11]=2)[C:6](=[O:20])[C:5]([C:21]([NH:23][CH2:24][C:25]2[CH:26]=[CH:27][C:28]([S:31]([CH3:34])(=[O:33])=[O:32])=[CH:29][CH:30]=2)=[O:22])=[CH:4][C:3]=1[CH2:2][N:35]1[CH2:40][CH2:39][O:38][CH2:37][CH2:36]1, predict the reactants needed to synthesize it. The reactants are: Cl[CH2:2][C:3]1[CH:4]=[C:5]([C:21]([NH:23][CH2:24][C:25]2[CH:30]=[CH:29][C:28]([S:31]([CH3:34])(=[O:33])=[O:32])=[CH:27][CH:26]=2)=[O:22])[C:6](=[O:20])[N:7]([C:10]2[CH:15]=[CH:14][CH:13]=[C:12]([C:16]([F:19])([F:18])[F:17])[CH:11]=2)[C:8]=1[CH3:9].[NH:35]1[CH2:40][CH2:39][O:38][CH2:37][CH2:36]1. (2) Given the product [CH3:1][O:2][C:3]1[CH:4]=[CH:5][C:6]([CH2:17][C:26]([C:28]2([CH3:31])[CH2:30][CH2:29]2)=[O:27])=[C:7]([NH:9][C:10](=[O:16])[O:11][C:12]([CH3:13])([CH3:14])[CH3:15])[CH:8]=1, predict the reactants needed to synthesize it. The reactants are: [CH3:1][O:2][C:3]1[CH:4]=[CH:5][C:6]([CH3:17])=[C:7]([NH:9][C:10](=[O:16])[O:11][C:12]([CH3:15])([CH3:14])[CH3:13])[CH:8]=1.C([Li])(CC)C.CON(C)[C:26]([C:28]1([CH3:31])[CH2:30][CH2:29]1)=[O:27].[Cl-].[NH4+]. (3) Given the product [NH:30]1[C:31]2[C:27](=[CH:26][CH:25]=[CH:33][CH:32]=2)[CH2:28][C:29]1=[O:34], predict the reactants needed to synthesize it. The reactants are: N(C1C=C(N2CCOCC2)N=C(OCCN2CCOCC2)N=1)N.C[C:25]1[CH:26]=[C:27]2[C:31](=[CH:32][CH:33]=1)[NH:30][C:29](=[O:34])[C:28]2=O.